This data is from Experimental lipophilicity measurements (octanol/water distribution) for 4,200 compounds from AstraZeneca. The task is: Regression/Classification. Given a drug SMILES string, predict its absorption, distribution, metabolism, or excretion properties. Task type varies by dataset: regression for continuous measurements (e.g., permeability, clearance, half-life) or binary classification for categorical outcomes (e.g., BBB penetration, CYP inhibition). For this dataset (lipophilicity_astrazeneca), we predict Y. (1) The molecule is O=C(NC1Cc2ccccc2N(C[C@@H](O)CO)C1=O)c1cc2cc(Cl)ccc2[nH]1. The Y is 3.40 logD. (2) The drug is COc1ccc(OC)c(CNc2[nH]nc3cccc(Oc4ccc(S(C)(=O)=O)cc4)c23)c1. The Y is 3.71 logD. (3) The Y is 0.750 logD. The drug is O=C(NO)c1ccc(NS(=O)(=O)c2ccccc2)cc1.